This data is from Reaction yield outcomes from USPTO patents with 853,638 reactions. The task is: Predict the reaction yield, written as a fraction of the theoretical maximum amount of product (1.0 means a 100% yield; for example, 0.34 means a 34% yield). (1) The reactants are [Br:1][C:2]1[CH:7]=[CH:6][C:5]([OH:8])=[C:4]([N+:9]([O-])=O)[CH:3]=1. The catalyst is O1CCCC1.[C].[Rh]. The product is [NH2:9][C:4]1[CH:3]=[C:2]([Br:1])[CH:7]=[CH:6][C:5]=1[OH:8]. The yield is 0.980. (2) The yield is 0.840. The catalyst is CO. The reactants are [S:1]1[CH:5]=[CH:4][CH:3]=[C:2]1[C:6](=[NH:30])[NH:7][C:8]1[CH:9]=[C:10]2[C:14](=[CH:15][CH:16]=1)[N:13]([CH:17]1[CH2:22][CH2:21][N:20](C(OC(C)(C)C)=O)[CH2:19][CH2:18]1)[CH2:12][CH2:11]2.[ClH:31]. The product is [ClH:31].[ClH:31].[NH:20]1[CH2:21][CH2:22][CH:17]([N:13]2[C:14]3[C:10](=[CH:9][C:8]([NH:7][C:6]([C:2]4[S:1][CH:5]=[CH:4][CH:3]=4)=[NH:30])=[CH:16][CH:15]=3)[CH2:11][CH2:12]2)[CH2:18][CH2:19]1. (3) The reactants are [Cl:1][C:2]1[C:3]([NH2:12])=[C:4]([NH:8][CH:9]2[CH2:11][CH2:10]2)[N:5]=[N:6][CH:7]=1.[CH2:13](OC(OCC)OCC)C. No catalyst specified. The product is [Cl:1][C:2]1[C:3]2[N:12]=[CH:13][N:8]([CH:9]3[CH2:10][CH2:11]3)[C:4]=2[N:5]=[N:6][CH:7]=1. The yield is 0.480. (4) The reactants are [OH:1][CH2:2][C:3]1([CH2:7][OH:8])[CH2:6][CH2:5][CH2:4]1.CN(C)C=O.[H-].[Na+].[Cl:16][C:17]1[N:22]=[C:21](Cl)[CH:20]=[CH:19][N:18]=1. The catalyst is O1CCCC1. The product is [Cl:16][C:17]1[N:22]=[C:21]([O:1][CH2:2][C:3]2([CH2:7][OH:8])[CH2:6][CH2:5][CH2:4]2)[CH:20]=[CH:19][N:18]=1. The yield is 0.510. (5) The reactants are [Cl:1][C:2]1[C:3]([O:12][CH2:13][CH3:14])=[CH:4][C:5]([O:9][CH2:10][CH3:11])=[C:6]([CH:8]=1)[NH2:7].[C:15](Cl)(Cl)=[O:16]. The catalyst is CCOC(C)=O. The product is [Cl:1][C:2]1[CH:8]=[C:6]([N:7]=[C:15]=[O:16])[C:5]([O:9][CH2:10][CH3:11])=[CH:4][C:3]=1[O:12][CH2:13][CH3:14]. The yield is 1.00. (6) The reactants are C(OC([N:8]1[CH2:13][CH2:12][NH:11][C@H:10]([CH3:14])[CH2:9]1)=O)(C)(C)C.CCN(CC)CC.[CH3:22][S:23](Cl)(=[O:25])=[O:24]. The catalyst is C(Cl)Cl. The product is [CH3:22][S:23]([N:11]1[CH2:12][CH2:13][NH:8][CH2:9][C@H:10]1[CH3:14])(=[O:25])=[O:24]. The yield is 0.340. (7) The reactants are Cl.[CH3:2][C:3]1[O:7][N:6]=[CH:5][C:4]=1[NH2:8].[F:9][C:10]1[CH:15]=[CH:14][C:13]([CH2:16][C:17](Cl)=[O:18])=[CH:12][CH:11]=1. The catalyst is C(N(CC)CC)C. The product is [F:9][C:10]1[CH:15]=[CH:14][C:13]([CH2:16][C:17]([NH:8][C:4]2[CH:5]=[N:6][O:7][C:3]=2[CH3:2])=[O:18])=[CH:12][CH:11]=1. The yield is 0.800.